Dataset: Reaction yield outcomes from USPTO patents with 853,638 reactions. Task: Predict the reaction yield, written as a fraction of the theoretical maximum amount of product (1.0 means a 100% yield; for example, 0.34 means a 34% yield). The reactants are [NH2:1][CH:2]1[CH2:7][CH2:6][N:5]([C:8]([O:10][C:11]([CH3:14])([CH3:13])[CH3:12])=[O:9])[CH2:4][CH2:3]1.C[O:16][C:17](=O)[C@H:18]([NH:31][C:32]([O:34][CH2:35][C:36]1[CH:41]=[CH:40][CH:39]=[CH:38][CH:37]=1)=[O:33])[CH2:19][C:20]1[C:21]([CH2:29]Cl)=[C:22]2[C:26](=[CH:27][CH:28]=1)[NH:25][N:24]=[CH:23]2. No catalyst specified. The product is [C:11]([O:10][C:8]([N:5]1[CH2:4][CH2:3][CH:2]([N:1]2[CH2:29][C:21]3[C:22]4[CH:23]=[N:24][NH:25][C:26]=4[CH:27]=[CH:28][C:20]=3[CH2:19][C@@H:18]([NH:31][C:32]([O:34][CH2:35][C:36]3[CH:37]=[CH:38][CH:39]=[CH:40][CH:41]=3)=[O:33])[C:17]2=[O:16])[CH2:7][CH2:6]1)=[O:9])([CH3:14])([CH3:13])[CH3:12]. The yield is 1.00.